The task is: Predict the product of the given reaction.. This data is from Forward reaction prediction with 1.9M reactions from USPTO patents (1976-2016). (1) Given the reactants [CH2:1]([C:5]1[CH2:6][C@@H:7]2[C@H:10]([CH:11]=1)[C:9](=[CH:12][C:13]([O:15][C:16]([CH3:19])([CH3:18])[CH3:17])=[O:14])[CH2:8]2)CCC.O[C:21](C)(C(C)CC=C)CC(O)=O, predict the reaction product. The product is: [CH3:1][C:5]1[CH2:6][C@H:7]2[C@@H:10]([C:11]=1[CH3:21])[C:9](=[CH:12][C:13]([O:15][C:16]([CH3:17])([CH3:18])[CH3:19])=[O:14])[CH2:8]2. (2) Given the reactants [CH:1](NC(C)C)([CH3:3])[CH3:2].C([Li])CCC.[Cl:13][C:14]([Cl:25])([Cl:24])[CH:15]1[N:19]2[CH2:20][CH2:21][CH2:22][CH:18]2[C:17](=[O:23])[O:16]1.C(Br)C=C.[Cl-].[NH4+], predict the reaction product. The product is: [CH2:3]([C:18]12[CH2:22][CH2:21][CH2:20][N:19]1[CH:15]([C:14]([Cl:13])([Cl:24])[Cl:25])[O:16][C:17]2=[O:23])[CH:1]=[CH2:2]. (3) Given the reactants [NH2:1][C:2]1[C:11]([N+:12]([O-])=O)=[C:10]2[C:5]([C:6]([CH3:18])([CH3:17])[C:7](=[O:16])[NH:8][C:9]2=[O:15])=[CH:4][C:3]=1[Br:19], predict the reaction product. The product is: [NH2:1][C:2]1[C:11]([NH2:12])=[C:10]2[C:5]([C:6]([CH3:17])([CH3:18])[C:7](=[O:16])[NH:8][C:9]2=[O:15])=[CH:4][C:3]=1[Br:19].